Dataset: NCI-60 drug combinations with 297,098 pairs across 59 cell lines. Task: Regression. Given two drug SMILES strings and cell line genomic features, predict the synergy score measuring deviation from expected non-interaction effect. (1) Drug 2: CC1=C(C(=O)C2=C(C1=O)N3CC4C(C3(C2COC(=O)N)OC)N4)N. Synergy scores: CSS=0.983, Synergy_ZIP=-1.52, Synergy_Bliss=0.517, Synergy_Loewe=-3.28, Synergy_HSA=0.230. Cell line: OVCAR-4. Drug 1: C1CC(=O)NC(=O)C1N2CC3=C(C2=O)C=CC=C3N. (2) Drug 1: CNC(=O)C1=CC=CC=C1SC2=CC3=C(C=C2)C(=NN3)C=CC4=CC=CC=N4. Drug 2: CC(C)(C#N)C1=CC(=CC(=C1)CN2C=NC=N2)C(C)(C)C#N. Cell line: HOP-62. Synergy scores: CSS=1.55, Synergy_ZIP=0.169, Synergy_Bliss=2.74, Synergy_Loewe=0.842, Synergy_HSA=0.120. (3) Drug 1: CN1C2=C(C=C(C=C2)N(CCCl)CCCl)N=C1CCCC(=O)O.Cl. Drug 2: CCC1(C2=C(COC1=O)C(=O)N3CC4=CC5=C(C=CC(=C5CN(C)C)O)N=C4C3=C2)O.Cl. Cell line: NCI-H460. Synergy scores: CSS=65.4, Synergy_ZIP=0.806, Synergy_Bliss=1.37, Synergy_Loewe=-62.0, Synergy_HSA=1.66. (4) Drug 1: C1CN(P(=O)(OC1)NCCCl)CCCl. Drug 2: N.N.Cl[Pt+2]Cl. Cell line: ACHN. Synergy scores: CSS=29.2, Synergy_ZIP=0.612, Synergy_Bliss=3.96, Synergy_Loewe=-30.1, Synergy_HSA=1.32. (5) Drug 1: C1=NC2=C(N=C(N=C2N1C3C(C(C(O3)CO)O)F)Cl)N. Drug 2: CC12CCC3C(C1CCC2O)C(CC4=C3C=CC(=C4)O)CCCCCCCCCS(=O)CCCC(C(F)(F)F)(F)F. Cell line: HT29. Synergy scores: CSS=8.38, Synergy_ZIP=-1.48, Synergy_Bliss=-1.17, Synergy_Loewe=-1.43, Synergy_HSA=-1.19.